Dataset: Peptide-MHC class I binding affinity with 185,985 pairs from IEDB/IMGT. Task: Regression. Given a peptide amino acid sequence and an MHC pseudo amino acid sequence, predict their binding affinity value. This is MHC class I binding data. The peptide sequence is IPQSLVSWWTSL. The MHC is H-2-Ld with pseudo-sequence H-2-Ld. The binding affinity (normalized) is 0.776.